From a dataset of NCI-60 drug combinations with 297,098 pairs across 59 cell lines. Regression. Given two drug SMILES strings and cell line genomic features, predict the synergy score measuring deviation from expected non-interaction effect. (1) Drug 1: CC12CCC(CC1=CCC3C2CCC4(C3CC=C4C5=CN=CC=C5)C)O. Drug 2: C1CN1P(=S)(N2CC2)N3CC3. Cell line: NCI-H522. Synergy scores: CSS=10.7, Synergy_ZIP=-4.48, Synergy_Bliss=-2.52, Synergy_Loewe=-3.37, Synergy_HSA=-2.00. (2) Drug 2: CC1C(C(CC(O1)OC2CC(CC3=C2C(=C4C(=C3O)C(=O)C5=CC=CC=C5C4=O)O)(C(=O)C)O)N)O. Cell line: A498. Synergy scores: CSS=72.2, Synergy_ZIP=14.6, Synergy_Bliss=15.2, Synergy_Loewe=-5.79, Synergy_HSA=17.6. Drug 1: CNC(=O)C1=CC=CC=C1SC2=CC3=C(C=C2)C(=NN3)C=CC4=CC=CC=N4.